Dataset: Peptide-MHC class I binding affinity with 185,985 pairs from IEDB/IMGT. Task: Regression. Given a peptide amino acid sequence and an MHC pseudo amino acid sequence, predict their binding affinity value. This is MHC class I binding data. (1) The peptide sequence is VLYHRYNLV. The MHC is HLA-B15:01 with pseudo-sequence HLA-B15:01. The binding affinity (normalized) is 0.0847. (2) The MHC is HLA-A30:01 with pseudo-sequence HLA-A30:01. The peptide sequence is ATNDGLIKK. The binding affinity (normalized) is 0.723. (3) The peptide sequence is LLFLAFVVFL. The MHC is HLA-A68:02 with pseudo-sequence HLA-A68:02. The binding affinity (normalized) is 0.309. (4) The peptide sequence is IRQAGVQYSR. The MHC is HLA-B51:01 with pseudo-sequence HLA-B51:01. The binding affinity (normalized) is 0.